From a dataset of Catalyst prediction with 721,799 reactions and 888 catalyst types from USPTO. Predict which catalyst facilitates the given reaction. (1) Reactant: [NH:1]1[CH2:6][CH2:5][NH:4][CH2:3][CH2:2]1.C(=O)([O-])[O-].[K+].[K+].Cl.F[C:15]1[CH:24]=[C:23]([F:25])[CH:22]=[C:21]2[C:16]=1[CH:17]=[CH:18][C:19]([CH3:26])=[N:20]2.CS(C)=O. Product: [CH3:26][C:19]1[CH:18]=[CH:17][C:16]2[C:21](=[CH:22][C:23]([F:25])=[CH:24][C:15]=2[N:1]2[CH2:6][CH2:5][NH:4][CH2:3][CH2:2]2)[N:20]=1. The catalyst class is: 6. (2) Reactant: [CH3:1][N:2]1[CH2:6][CH2:5][CH2:4][C@H:3]1[C:7]([OH:9])=O.CCN(C(C)C)C(C)C.CN(C(ON1N=NC2C=CC=CC1=2)=[N+](C)C)C.F[P-](F)(F)(F)(F)F.[CH3:43][N:44]1[C:52]2[CH:51]=[C:50]([C:53]3[CH:58]=[CH:57][C:56]([O:59][CH2:60][CH2:61][NH:62][CH3:63])=[C:55]([C:64]([F:67])([F:66])[F:65])[CH:54]=3)[N:49]=[C:48]([C:68]#[N:69])[C:47]=2[N:46]=[CH:45]1. Product: [C:68]([C:48]1[C:47]2[N:46]=[CH:45][N:44]([CH3:43])[C:52]=2[CH:51]=[C:50]([C:53]2[CH:58]=[CH:57][C:56]([O:59][CH2:60][CH2:61][N:62]([CH3:63])[C:7]([C@@H:3]3[CH2:4][CH2:5][CH2:6][N:2]3[CH3:1])=[O:9])=[C:55]([C:64]([F:67])([F:65])[F:66])[CH:54]=2)[N:49]=1)#[N:69]. The catalyst class is: 4. (3) Reactant: [N+:1]([C:4]1[CH:9]=[CH:8][C:7]([OH:10])=[CH:6][C:5]=1[C:11]([F:14])([F:13])[F:12])([O-:3])=[O:2].[CH:15]1([CH2:18]O)[CH2:17][CH2:16]1.C1(P(C2C=CC=CC=2)C2C=CC=CC=2)C=CC=CC=1.N(C(OCC)=O)=NC(OCC)=O. Product: [CH:15]1([CH2:18][O:10][C:7]2[CH:8]=[CH:9][C:4]([N+:1]([O-:3])=[O:2])=[C:5]([C:11]([F:12])([F:13])[F:14])[CH:6]=2)[CH2:17][CH2:16]1. The catalyst class is: 1. (4) Reactant: C([O:8][C:9]1[CH:14]=[CH:13][C:12]([CH:15]([N:30]([N:39]2[CH:43]=[N:42][N:41]=[CH:40]2)[C:31]2[CH:38]=[CH:37][C:34]([C:35]#[N:36])=[CH:33][CH:32]=2)[C:16]2[CH:21]=[CH:20][C:19]([O:22]CC3C=CC=CC=3)=[CH:18][CH:17]=2)=[CH:11][CH:10]=1)C1C=CC=CC=1. Product: [OH:8][C:9]1[CH:14]=[CH:13][C:12]([CH:15]([N:30]([N:39]2[CH:43]=[N:42][N:41]=[CH:40]2)[C:31]2[CH:38]=[CH:37][C:34]([C:35]#[N:36])=[CH:33][CH:32]=2)[C:16]2[CH:21]=[CH:20][C:19]([OH:22])=[CH:18][CH:17]=2)=[CH:11][CH:10]=1. The catalyst class is: 29. (5) Reactant: [CH2:1]([N:8]1[C:12](=[O:13])[C:11](=[CH:14][N:15]([C:17]2[CH:22]=[CH:21][CH:20]=[CH:19][CH:18]=2)[CH3:16])[S:10][C:9]1=S)[C:2]1[CH:7]=[CH:6][CH:5]=[CH:4][CH:3]=1.C1(C)C=CC(S(OC)(=O)=O)=CC=1.[NH2:36][C:37]1[CH:38]=[C:39]([C:46](=[O:48])[CH3:47])[CH:40]=[CH:41][C:42]=1[NH:43][CH2:44][CH3:45]. Product: [C:46]([C:39]1[CH:40]=[CH:41][C:42]([NH:43][CH2:44][CH3:45])=[C:37]([N:36]=[C:9]2[N:8]([CH2:1][C:2]3[CH:7]=[CH:6][CH:5]=[CH:4][CH:3]=3)[C:12](=[O:13])[C:11](=[CH:14][N:15]([C:17]3[CH:22]=[CH:21][CH:20]=[CH:19][CH:18]=3)[CH3:16])[S:10]2)[CH:38]=1)(=[O:48])[CH3:47]. The catalyst class is: 726. (6) Reactant: [BH4-].[Li+].C[Si](C)(C)Cl.[C:8]1([N:14]2[C:18]([CH2:19][C:20]#[N:21])=[N:17][C:16]([C:22]3[CH:27]=[CH:26][CH:25]=[CH:24][CH:23]=3)=[N:15]2)[CH:13]=[CH:12][CH:11]=[CH:10][CH:9]=1. Product: [C:8]1([N:14]2[C:18]([CH2:19][CH2:20][NH2:21])=[N:17][C:16]([C:22]3[CH:23]=[CH:24][CH:25]=[CH:26][CH:27]=3)=[N:15]2)[CH:13]=[CH:12][CH:11]=[CH:10][CH:9]=1. The catalyst class is: 1. (7) Reactant: [CH3:1][C:2]1[O:3][C:4]2[CH:10]=[C:9]([CH:11]=[C:12]3[S:16][C:15](=[S:17])[NH:14][C:13]3=[O:18])[CH:8]=[CH:7][C:5]=2[N:6]=1.[CH:19](N(C(C)C)CC)(C)C.IC. Product: [CH3:1][C:2]1[O:3][C:4]2[CH:10]=[C:9]([CH:11]=[C:12]3[S:16][C:15]([S:17][CH3:19])=[N:14][C:13]3=[O:18])[CH:8]=[CH:7][C:5]=2[N:6]=1. The catalyst class is: 8.